The task is: Predict the reactants needed to synthesize the given product.. This data is from Full USPTO retrosynthesis dataset with 1.9M reactions from patents (1976-2016). (1) Given the product [CH:22]1([N:25]2[CH:26]=[N:2][N:1]=[C:3]2[C:5]2[N:10]=[C:9]([NH:11][C:12](=[O:21])[O:13][CH2:14][C:15]3[CH:20]=[CH:19][CH:18]=[CH:17][CH:16]=3)[CH:8]=[CH:7][CH:6]=2)[CH2:24][CH2:23]1, predict the reactants needed to synthesize it. The reactants are: [NH:1]([C:3]([C:5]1[N:10]=[C:9]([NH:11][C:12](=[O:21])[O:13][CH2:14][C:15]2[CH:20]=[CH:19][CH:18]=[CH:17][CH:16]=2)[CH:8]=[CH:7][CH:6]=1)=O)[NH2:2].[CH:22]1([NH:25][CH:26]=O)[CH2:24][CH2:23]1.C1(N)CC1.FC(F)(F)C(O)=O. (2) Given the product [CH2:1]=[CH2:2].[CH:16]12[CH2:23][CH:19]([CH2:20][CH2:15]1)[CH:18]=[CH:17]2, predict the reactants needed to synthesize it. The reactants are: [CH:1]12CC(CC1)C=[CH:2]2.C[Al](C)C.C=C.C[C:15]1[C:20]2CO[C:23](=O)[C:19]=2[C:18](O[C@@H]2O[C@H](C(O)=O)[C@@H](O)[C@H](O)[C@H]2O)=[C:17](C/C=C(/CCC(O)=O)\C)[C:16]=1OC.Cl.